This data is from Reaction yield outcomes from USPTO patents with 853,638 reactions. The task is: Predict the reaction yield, written as a fraction of the theoretical maximum amount of product (1.0 means a 100% yield; for example, 0.34 means a 34% yield). (1) The reactants are [CH3:1][O:2][CH2:3][CH2:4][OH:5].C(N(CC)CC)C.[C:13]1([CH3:23])[CH:18]=[CH:17][C:16]([S:19](Cl)(=[O:21])=[O:20])=[CH:15][CH:14]=1.C(Cl)(Cl)Cl. The yield is 0.920. The catalyst is ClCCl. The product is [S:19]([C:16]1[CH:17]=[CH:18][C:13]([CH3:23])=[CH:14][CH:15]=1)([O:5][CH2:4][CH2:3][O:2][CH3:1])(=[O:21])=[O:20]. (2) The reactants are [C:1]([NH:8][C:9]1[S:10][CH:11]=[CH:12][C:13]=1[C:14]1[CH:19]=[CH:18][CH:17]=[CH:16][CH:15]=1)([O:3][C:4]([CH3:7])([CH3:6])[CH3:5])=[O:2].[Cl:20]N1C(=O)CCC1=O. The catalyst is ClCCl. The product is [C:1]([NH:8][C:9]1[S:10][C:11]([Cl:20])=[CH:12][C:13]=1[C:14]1[CH:19]=[CH:18][CH:17]=[CH:16][CH:15]=1)([O:3][C:4]([CH3:7])([CH3:6])[CH3:5])=[O:2]. The yield is 0.660. (3) The reactants are C([O:3][C:4](=[O:13])[CH2:5]P(OCC)OCC)C.[H-].[Na+].[Br:16][C:17]1[CH:18]=[C:19]([C:22](=O)[CH3:23])[S:20][CH:21]=1. The catalyst is C1COCC1. The product is [Br:16][C:17]1[CH:18]=[C:19]([C:22]([CH3:23])=[CH:5][C:4]([OH:3])=[O:13])[S:20][CH:21]=1. The yield is 0.790. (4) The reactants are [C:1]([OH:9])(=O)[C:2]1[CH:7]=[CH:6][CH:5]=[CH:4][CH:3]=1.[CH2:10]([N:13]1[C:17]([NH2:18])=[N:16][N:15]=[N:14]1)[CH2:11][CH3:12]. The catalyst is C(Cl)Cl.CO.CCN(CC)CC. The product is [CH2:10]([N:13]1[C:17]([NH:18][C:1](=[O:9])[C:2]2[CH:3]=[CH:4][CH:5]=[CH:6][CH:7]=2)=[N:16][N:15]=[N:14]1)[CH2:11][CH3:12]. The yield is 0.540. (5) The reactants are [Cl:1][C:2]1[CH:29]=[CH:28][C:5]([O:6][C:7]2[CH:27]=[CH:26][C:10]([CH2:11][CH2:12][O:13][C:14]3[NH:15][CH:16]=[C:17]([CH2:21][C:22]([F:25])([F:24])[F:23])[C:18](=[O:20])[N:19]=3)=[CH:9][CH:8]=2)=[CH:4][C:3]=1[C:30]([F:33])([F:32])[F:31].[CH3:34]CN(C(C)C)C(C)C.CI. The catalyst is C(Cl)Cl. The product is [Cl:1][C:2]1[CH:29]=[CH:28][C:5]([O:6][C:7]2[CH:27]=[CH:26][C:10]([CH2:11][CH2:12][O:13][C:14]3[N:15]([CH3:34])[CH:16]=[C:17]([CH2:21][C:22]([F:25])([F:24])[F:23])[C:18](=[O:20])[N:19]=3)=[CH:9][CH:8]=2)=[CH:4][C:3]=1[C:30]([F:31])([F:33])[F:32]. The yield is 0.413. (6) The yield is 0.380. The catalyst is C(Cl)Cl. The reactants are [C:1]12([NH2:12])[CH2:10][CH:5]3[CH2:6][CH:7]([CH2:9][C:3]([NH2:11])([CH2:4]3)[CH2:2]1)[CH2:8]2.CCN(C(C)C)C(C)C.[CH3:22][N:23]1[CH:27]=[CH:26][C:25]([C:28](Cl)=[O:29])=[N:24]1.[S:31]1[CH:35]=[CH:34][N:33]=[C:32]1[C:36](Cl)=[O:37]. The product is [CH3:22][N:23]1[CH:27]=[CH:26][C:25]([C:28]([NH:12][C:1]23[CH2:10][CH:5]4[CH2:6][CH:7]([CH2:9][C:3]([NH:11][C:36]([C:32]5[S:31][CH:35]=[CH:34][N:33]=5)=[O:37])([CH2:4]4)[CH2:2]2)[CH2:8]3)=[O:29])=[N:24]1.